This data is from Reaction yield outcomes from USPTO patents with 853,638 reactions. The task is: Predict the reaction yield, written as a fraction of the theoretical maximum amount of product (1.0 means a 100% yield; for example, 0.34 means a 34% yield). (1) The reactants are [CH3:1][O:2][C:3]1C=C(O)[CH:6]=[CH:7][CH:8]=1.[H-].[Na+].[CH2:12]([O:14][C:15](=[O:31])[C:16]([C:29]#[N:30])=[CH:17][C:18]1[CH:23]=[C:22]([O:24][CH3:25])[C:21]([O:26][CH3:27])=[C:20]([Br:28])[CH:19]=1)[CH3:13]. The catalyst is C1(C)C=CC=CC=1. The product is [C:29]([C:16]1[C:15](=[O:31])[O:14][C:12]2[C:6]([C:17]=1[C:18]1[CH:23]=[C:22]([O:24][CH3:25])[C:21]([O:26][CH3:27])=[C:20]([Br:28])[CH:19]=1)=[CH:7][CH:8]=[C:3]([O:2][CH3:1])[CH:13]=2)#[N:30]. The yield is 0.0170. (2) The reactants are [F:1][C:2]1[C:7]([F:8])=[C:6]([O:9][CH3:10])[C:5]([F:11])=[C:4]([F:12])[C:3]=1[N+:13]([O-])=O.[Sn].Cl.[OH-].[Na+]. The catalyst is C(O)C.O. The product is [F:1][C:2]1[C:7]([F:8])=[C:6]([O:9][CH3:10])[C:5]([F:11])=[C:4]([F:12])[C:3]=1[NH2:13]. The yield is 0.280.